From a dataset of Full USPTO retrosynthesis dataset with 1.9M reactions from patents (1976-2016). Predict the reactants needed to synthesize the given product. Given the product [CH2:18]([O:17][C:15](=[O:16])/[CH:14]=[CH:13]/[C:10]1[CH:11]=[N:12][C:2]([NH:1][C:23](=[O:24])[CH2:22][CH:21]([CH3:32])[CH3:20])=[C:3]([CH:9]=1)[C:4]([O:6][CH2:7][CH3:8])=[O:5])[CH3:19], predict the reactants needed to synthesize it. The reactants are: [NH2:1][C:2]1[N:12]=[CH:11][C:10](/[CH:13]=[CH:14]/[C:15]([O:17][CH2:18][CH3:19])=[O:16])=[CH:9][C:3]=1[C:4]([O:6][CH2:7][CH3:8])=[O:5].[CH3:20][CH:21]([CH3:32])[CH2:22][C:23](O[C:23](=[O:24])[CH2:22][CH:21]([CH3:32])[CH3:20])=[O:24].CO.